This data is from Peptide-MHC class II binding affinity with 134,281 pairs from IEDB. The task is: Regression. Given a peptide amino acid sequence and an MHC pseudo amino acid sequence, predict their binding affinity value. This is MHC class II binding data. (1) The peptide sequence is PYILLVSSKVSTVKD. The MHC is DRB1_0401 with pseudo-sequence DRB1_0401. The binding affinity (normalized) is 0.616. (2) The peptide sequence is ALRIIAGTPEVHAVK. The MHC is HLA-DPA10201-DPB10501 with pseudo-sequence HLA-DPA10201-DPB10501. The binding affinity (normalized) is 0.163. (3) The peptide sequence is GELEFEEFVSLASRF. The MHC is DRB1_0401 with pseudo-sequence DRB1_0401. The binding affinity (normalized) is 0.585. (4) The peptide sequence is DLQRSAMVYSSDD. The MHC is DRB1_1501 with pseudo-sequence DRB1_1501. The binding affinity (normalized) is 0.0182. (5) The peptide sequence is LANIAVDKANLEIMTKR. The MHC is DRB1_0401 with pseudo-sequence DRB1_0401. The binding affinity (normalized) is 0.324. (6) The peptide sequence is GTVVLTATFALGAAL. The MHC is DRB1_0901 with pseudo-sequence DRB1_0901. The binding affinity (normalized) is 0.447. (7) The peptide sequence is QYMRADQAAGGLR. The MHC is DRB1_0101 with pseudo-sequence DRB1_0101. The binding affinity (normalized) is 0. (8) The peptide sequence is KRVSNVIIHGLHLYG. The MHC is DRB1_1501 with pseudo-sequence DRB1_1501. The binding affinity (normalized) is 0.611.